From a dataset of Full USPTO retrosynthesis dataset with 1.9M reactions from patents (1976-2016). Predict the reactants needed to synthesize the given product. (1) Given the product [C:28]1([C:19]2[CH:20]=[CH:21][CH:22]=[CH:23][CH:24]=2)[CH:29]=[CH:30][C:31]([C:6]([N:8]2[CH2:12][C:11](=[N:13][O:14][CH3:15])[CH2:10][C@H:9]2[C:16]([NH:40][CH2:39][C:35]2[S:34][CH:38]=[CH:37][CH:36]=2)=[O:18])=[O:7])=[CH:32][CH:33]=1, predict the reactants needed to synthesize it. The reactants are: C(O[C:6]([N:8]1[CH2:12][C:11](=[N:13][O:14][CH3:15])[CH2:10][C@H:9]1[C:16]([OH:18])=O)=[O:7])(C)(C)C.[C:19]1([C:28]2[CH:33]=[CH:32][CH:31]=[CH:30][CH:29]=2)[CH:24]=[CH:23][C:22](C(Cl)=O)=[CH:21][CH:20]=1.[S:34]1[CH:38]=[CH:37][CH:36]=[C:35]1[CH2:39][NH2:40]. (2) Given the product [CH3:1][O:2][CH2:3][O:4][C:5]1[CH:12]=[CH:11][C:8]([CH:9]2[O:13][CH2:14][C:15]([CH3:19])([CH3:17])[CH2:16][O:10]2)=[CH:7][CH:6]=1, predict the reactants needed to synthesize it. The reactants are: [CH3:1][O:2][CH2:3][O:4][C:5]1[CH:12]=[CH:11][C:8]([CH:9]=[O:10])=[CH:7][CH:6]=1.[OH:13][CH2:14][C:15]([CH3:19])([CH2:17]O)[CH3:16].C1(C)C=CC(S([O-])(=O)=O)=CC=1.[NH+]1C=CC=CC=1.C1C=CC=CC=1. (3) Given the product [N:9]1[C:2]2[C:3](=[CH:4][CH:13]=[CH:14][N:1]=2)[CH:6]=[CH:7][CH:8]=1, predict the reactants needed to synthesize it. The reactants are: [NH2:1][C:2]1[N:9]=[CH:8][CH:7]=[CH:6][C:3]=1[CH:4]=O.[OH-].[K+].O1CCO[CH2:14][CH2:13]1. (4) Given the product [Cl:18][C:3]1[CH:4]=[N:5][N:6]([CH2:7][C:8]([OH:10])=[O:9])[C:2]=1[CH3:1], predict the reactants needed to synthesize it. The reactants are: [CH3:1][C:2]1[N:6]([CH2:7][C:8]([OH:10])=[O:9])[N:5]=[CH:4][CH:3]=1.C1C(=O)N([Cl:18])C(=O)C1.